From a dataset of NCI-60 drug combinations with 297,098 pairs across 59 cell lines. Regression. Given two drug SMILES strings and cell line genomic features, predict the synergy score measuring deviation from expected non-interaction effect. (1) Drug 1: C1CNP(=O)(OC1)N(CCCl)CCCl. Drug 2: C1=CC=C(C=C1)NC(=O)CCCCCCC(=O)NO. Cell line: OVCAR3. Synergy scores: CSS=59.6, Synergy_ZIP=7.15, Synergy_Bliss=10.2, Synergy_Loewe=-34.5, Synergy_HSA=5.17. (2) Drug 1: C(CCl)NC(=O)N(CCCl)N=O. Drug 2: N.N.Cl[Pt+2]Cl. Cell line: EKVX. Synergy scores: CSS=15.9, Synergy_ZIP=-0.253, Synergy_Bliss=4.89, Synergy_Loewe=-9.51, Synergy_HSA=-1.19. (3) Drug 1: CNC(=O)C1=CC=CC=C1SC2=CC3=C(C=C2)C(=NN3)C=CC4=CC=CC=N4. Drug 2: CC1C(C(=O)NC(C(=O)N2CCCC2C(=O)N(CC(=O)N(C(C(=O)O1)C(C)C)C)C)C(C)C)NC(=O)C3=C4C(=C(C=C3)C)OC5=C(C(=O)C(=C(C5=N4)C(=O)NC6C(OC(=O)C(N(C(=O)CN(C(=O)C7CCCN7C(=O)C(NC6=O)C(C)C)C)C)C(C)C)C)N)C. Cell line: TK-10. Synergy scores: CSS=3.17, Synergy_ZIP=7.94, Synergy_Bliss=10.5, Synergy_Loewe=7.94, Synergy_HSA=8.34. (4) Drug 1: CC1=CC2C(CCC3(C2CCC3(C(=O)C)OC(=O)C)C)C4(C1=CC(=O)CC4)C. Drug 2: CC1CCC2CC(C(=CC=CC=CC(CC(C(=O)C(C(C(=CC(C(=O)CC(OC(=O)C3CCCCN3C(=O)C(=O)C1(O2)O)C(C)CC4CCC(C(C4)OC)O)C)C)O)OC)C)C)C)OC. Cell line: HL-60(TB). Synergy scores: CSS=33.5, Synergy_ZIP=9.68, Synergy_Bliss=12.7, Synergy_Loewe=-17.1, Synergy_HSA=10.4.